Dataset: Full USPTO retrosynthesis dataset with 1.9M reactions from patents (1976-2016). Task: Predict the reactants needed to synthesize the given product. Given the product [CH2:61]([O:60][P:51]([OH:52])([O:33][CH2:32][C:17]1[CH:15]=[CH:14][CH:20]=[CH:19][CH:18]=1)=[O:76])[C:62]1[CH:63]=[CH:64][CH:65]=[CH:66][CH:67]=1.[C:1]([N:8]([CH2:37][CH3:38])[C:9]([NH:11][C:12]1[NH:16][C:15]2[C:17]([C@H:32]3[CH2:36][CH2:35][CH2:34][O:33]3)=[C:18]([F:31])[C:19]([C:21]3[CH:22]=[N:23][C:24]([C:27]([OH:30])([CH3:28])[CH3:29])=[N:25][CH:26]=3)=[CH:20][C:14]=2[N:13]=1)=[O:10])([O:3][C:4]([CH3:7])([CH3:5])[CH3:6])=[O:2], predict the reactants needed to synthesize it. The reactants are: [C:1]([N:8]([CH2:37][CH3:38])[C:9]([NH:11][C:12]1[NH:16][C:15]2[C:17]([C@H:32]3[CH2:36][CH2:35][CH2:34][O:33]3)=[C:18]([F:31])[C:19]([C:21]3[CH:22]=[N:23][C:24]([C:27]([OH:30])([CH3:29])[CH3:28])=[N:25][CH:26]=3)=[CH:20][C:14]=2[N:13]=1)=[O:10])([O:3][C:4]([CH3:7])([CH3:6])[CH3:5])=[O:2].N1C=NN=N1.CC(N([P:51]([O:60][CH2:61][C:62]1[CH:67]=[CH:66][CH:65]=[CH:64][CH:63]=1)[O:52]CC1C=CC=CC=1)C(C)C)C.C1C=C(Cl)C=C(C(OO)=[O:76])C=1.